Dataset: Forward reaction prediction with 1.9M reactions from USPTO patents (1976-2016). Task: Predict the product of the given reaction. (1) Given the reactants N1C=CC=CC=1.Cl[CH:8]([C:16](=[O:18])[CH3:17])[C:9](=[O:15])[C:10]([O:12][CH2:13][CH3:14])=[O:11].[F:19][C:20]1[CH:25]=[CH:24][C:23]([SH:26])=[CH:22][CH:21]=1, predict the reaction product. The product is: [F:19][C:20]1[CH:25]=[CH:24][C:23]([S:26][CH:8]([C:16](=[O:18])[CH3:17])[C:9](=[O:15])[C:10]([O:12][CH2:13][CH3:14])=[O:11])=[CH:22][CH:21]=1. (2) The product is: [Cl:33][C:30]1[CH:31]=[CH:32][C:27]([O:26][C:24](=[O:25])[NH:22][N:13]2[CH:12]([CH3:11])[CH2:21][C:20]3[C:15](=[CH:16][CH:17]=[CH:18][CH:19]=3)[CH2:14]2)=[CH:28][CH:29]=1. Given the reactants C(N(CC)C(C)C)(C)C.Cl.[CH3:11][CH:12]1[CH2:21][C:20]2[C:15](=[CH:16][CH:17]=[CH:18][CH:19]=2)[CH2:14][N:13]1[NH2:22].Cl[C:24]([O:26][C:27]1[CH:32]=[CH:31][C:30]([Cl:33])=[CH:29][CH:28]=1)=[O:25], predict the reaction product. (3) Given the reactants [N:1]1[CH:6]=[CH:5][CH:4]=[CH:3][C:2]=1[C:7]1[NH:11][N:10]=[C:9]([CH:12]2[CH2:17][CH2:16][N:15](C(OC(C)(C)C)=O)[CH2:14][CH2:13]2)[N:8]=1.[ClH:25], predict the reaction product. The product is: [ClH:25].[ClH:25].[NH:15]1[CH2:16][CH2:17][CH:12]([C:9]2[N:8]=[C:7]([C:2]3[CH:3]=[CH:4][CH:5]=[CH:6][N:1]=3)[NH:11][N:10]=2)[CH2:13][CH2:14]1.